This data is from Reaction yield outcomes from USPTO patents with 853,638 reactions. The task is: Predict the reaction yield, written as a fraction of the theoretical maximum amount of product (1.0 means a 100% yield; for example, 0.34 means a 34% yield). (1) The reactants are CC([Si](C)(C)[O:6][C:7]1[C:8]([F:17])=[C:9]([CH2:14][C:15]#[N:16])[CH:10]=[C:11]([F:13])[CH:12]=1)(C)C.[CH3:20][O:21][CH2:22][CH2:23]Br.[F-].[K+]. The catalyst is CN(C=O)C. The product is [F:17][C:8]1[C:7]([O:6][CH2:23][CH2:22][O:21][CH3:20])=[CH:12][C:11]([F:13])=[CH:10][C:9]=1[CH2:14][C:15]#[N:16]. The yield is 0.710. (2) The reactants are [C:1]1([C:11]2[CH:12]=[C:13](Br)[CH:14]=[C:15]([C:17]3[C:26]4[C:21](=[CH:22][CH:23]=[CH:24][CH:25]=4)[CH:20]=[CH:19][CH:18]=3)[CH:16]=2)[C:10]2[C:5](=[CH:6][CH:7]=[CH:8][CH:9]=2)[CH:4]=[CH:3][CH:2]=1.[Mg].Br[CH2:30][CH2:31]Br.I[C:34]1[CH:39]=[CH:38][C:37]([C:40]2[CH:45]=[CH:44][C:43](I)=[CH:42][CH:41]=2)=[CH:36][CH:35]=1. The catalyst is C1COCC1. The product is [C:1]1([C:11]2[CH:12]=[C:13]([C:34]3[CH:39]=[CH:38][C:37]([C:40]4[CH:45]=[C:44]([C:4]5[C:5]6[C:10](=[CH:9][CH:8]=[CH:7][CH:6]=6)[CH:1]=[CH:2][CH:3]=5)[C:43]([C:11]5[CH:12]=[CH:13][CH:14]=[CH:15][CH:16]=5)=[C:42]([C:20]5[C:30]6[C:31](=[CH:19][CH:18]=[CH:17][CH:26]=6)[CH:23]=[CH:22][CH:21]=5)[CH:41]=4)=[CH:36][CH:35]=3)[CH:14]=[C:15]([C:17]3[C:26]4[C:21](=[CH:22][CH:23]=[CH:24][CH:25]=4)[CH:20]=[CH:19][CH:18]=3)[CH:16]=2)[C:10]2[C:5](=[CH:6][CH:7]=[CH:8][CH:9]=2)[CH:4]=[CH:3][CH:2]=1. The yield is 0.810. (3) The reactants are C(OC([C@H:8]1[NH:13][C:12]([CH3:18])([C:14]([NH:16][NH2:17])=[O:15])[CH2:11][C:10](=[O:19])[N:9]1[CH3:20])=O)(C)(C)C.CC[N:23](CC)CC.[C:28]([C:30]1[CH:31]=[C:32]([CH:36]=[CH:37][CH:38]=1)[C:33](Cl)=O)#[N:29].S(Cl)(C1C=CC(C)=CC=1)(=O)=O. The catalyst is C(Cl)Cl.CN(C1C=CN=CC=1)C. The product is [NH:23]=[C:8]1[NH:13][C@@:12]([C:14]2[O:15][C:33]([C:32]3[CH:31]=[C:30]([CH:38]=[CH:37][CH:36]=3)[C:28]#[N:29])=[N:17][N:16]=2)([CH3:18])[CH2:11][C:10](=[O:19])[N:9]1[CH3:20]. The yield is 0.120.